The task is: Predict the product of the given reaction.. This data is from Forward reaction prediction with 1.9M reactions from USPTO patents (1976-2016). (1) The product is: [CH3:29][O:28][CH2:27][CH2:26][N:19]1[C:20]2=[N:21][CH:22]=[CH:23][CH:24]=[C:25]2[C:17]([CH:14]2[CH2:15][CH2:16][N:11]([CH2:10][C:6]3[CH:5]=[C:4]([CH:9]=[CH:8][CH:7]=3)[C:3]([OH:30])=[O:2])[CH2:12][CH2:13]2)=[CH:18]1. Given the reactants C[O:2][C:3](=[O:30])[C:4]1[CH:9]=[CH:8][CH:7]=[C:6]([CH2:10][N:11]2[CH2:16][CH2:15][CH:14]([C:17]3[C:25]4[C:20](=[N:21][CH:22]=[CH:23][CH:24]=4)[N:19]([CH2:26][CH2:27][O:28][CH3:29])[CH:18]=3)[CH2:13][CH2:12]2)[CH:5]=1.[OH-].[Na+], predict the reaction product. (2) Given the reactants [Cl:1][C:2]1[N:11]=[CH:10][CH:9]=[C:8]2[C:3]=1[C:4]1[CH:16]=[C:15]([F:17])[CH:14]=[CH:13][C:5]=1[C:6](Cl)=[N:7]2.[NH2:18][C@@H:19]1[CH2:24][CH2:23][CH2:22][N:21](C(OC(C)(C)C)=O)[CH2:20]1.Cl.[O:33]1CCOCC1, predict the reaction product. The product is: [Cl-:1].[F:17][C:15]1[CH:14]=[CH:13][C:5]2[C:6]([NH:18][C@@H:19]3[CH2:24][CH2:23][CH2:22][NH2+:21][CH2:20]3)=[N:7][C:8]3[CH:9]=[CH:10][NH:11][C:2](=[O:33])[C:3]=3[C:4]=2[CH:16]=1. (3) Given the reactants [F:1][C:2]1[CH:7]=[CH:6][C:5]([C:8]2[CH:13]=[C:12]([CH:14]([CH3:16])[CH3:15])[N:11]=[C:10]([NH:17][CH3:18])[N:9]=2)=[CH:4][CH:3]=1.[I-:19], predict the reaction product. The product is: [F:1][C:2]1[CH:3]=[CH:4][C:5]([C:8]2[C:13]([I:19])=[C:12]([CH:14]([CH3:16])[CH3:15])[N:11]=[C:10]([NH:17][CH3:18])[N:9]=2)=[CH:6][CH:7]=1. (4) Given the reactants F[C:2]1[CH:3]=[CH:4][C:5]([N+:10]([O-:12])=[O:11])=[C:6]([CH:9]=1)[NH:7][CH3:8].[CH3:13][O:14][C:15]1[CH:20]=[C:19]([OH:21])[CH:18]=[CH:17][N:16]=1.C(=O)([O-])[O-].[Cs+].[Cs+].O, predict the reaction product. The product is: [CH3:13][O:14][C:15]1[CH:20]=[C:19]([O:21][C:2]2[CH:3]=[CH:4][C:5]([N+:10]([O-:12])=[O:11])=[C:6]([CH:9]=2)[NH:7][CH3:8])[CH:18]=[CH:17][N:16]=1. (5) The product is: [F:23][C:24]1[CH:25]=[C:26]([CH2:31][C:32]([NH:34][C@H:35]([C:37]([NH:1][C@@H:2]2[C:8](=[O:9])[N:7]([CH:10]([CH3:12])[CH3:11])[C:6]3[CH:13]=[CH:14][CH:15]=[CH:16][C:5]=3[O:4][C@@H:3]2[C:17]2[CH:22]=[CH:21][CH:20]=[CH:19][CH:18]=2)=[O:38])[CH3:36])=[O:33])[CH:27]=[C:28]([F:30])[CH:29]=1. Given the reactants [NH2:1][C@@H:2]1[C:8](=[O:9])[N:7]([CH:10]([CH3:12])[CH3:11])[C:6]2[CH:13]=[CH:14][CH:15]=[CH:16][C:5]=2[O:4][C@@H:3]1[C:17]1[CH:22]=[CH:21][CH:20]=[CH:19][CH:18]=1.[F:23][C:24]1[CH:25]=[C:26]([CH2:31][C:32]([NH:34][C@H:35]([C:37](O)=[O:38])[CH3:36])=[O:33])[CH:27]=[C:28]([F:30])[CH:29]=1.C1C=CC2N(O)N=NC=2C=1.CN1CCOCC1.CCN=C=NCCCN(C)C.Cl, predict the reaction product. (6) Given the reactants [Cl-].[Al+3].[Cl-].[Cl-].[CH2:5]([N:7]1[C:26]2[C:14](=[CH:15][C:16]3[C:17]([CH2:28][CH3:29])([CH3:27])[C:18]4[CH:19]=[CH:20][CH:21]=[CH:22][C:23]=4[C:24]=3[CH:25]=2)[C:13]2[C:8]1=[CH:9][CH:10]=[CH:11][CH:12]=2)[CH3:6].[C:30](Cl)(=[O:32])[CH3:31], predict the reaction product. The product is: [C:30]([C:21]1[CH:20]=[CH:19][C:18]2[C:17]([CH2:28][CH3:29])([CH3:27])[C:16]3[CH:15]=[C:14]4[C:13]5[C:8]([N:7]([CH2:5][CH3:6])[C:26]4=[CH:25][C:24]=3[C:23]=2[CH:22]=1)=[CH:9][CH:10]=[CH:11][CH:12]=5)(=[O:32])[CH3:31]. (7) Given the reactants [NH2:1][C:2]1[C:7]([C:8]([F:11])([F:10])[F:9])=[CH:6][C:5]([CH2:12][C@@H:13]([OH:17])[C:14]([OH:16])=[O:15])=[CH:4][C:3]=1[Cl:18].Cl.[CH2:20](O)[CH3:21], predict the reaction product. The product is: [NH2:1][C:2]1[C:7]([C:8]([F:9])([F:10])[F:11])=[CH:6][C:5]([CH2:12][C@@H:13]([OH:17])[C:14]([O:16][CH2:20][CH3:21])=[O:15])=[CH:4][C:3]=1[Cl:18].